Dataset: Catalyst prediction with 721,799 reactions and 888 catalyst types from USPTO. Task: Predict which catalyst facilitates the given reaction. (1) Reactant: C([O:8][C:9]1[CH:25]=[CH:24][C:12]([CH2:13][CH:14]([CH2:20][CH2:21][CH2:22][CH3:23])[C:15]([O:17][CH2:18][CH3:19])=[O:16])=[CH:11][CH:10]=1)C1C=CC=CC=1. Product: [OH:8][C:9]1[CH:10]=[CH:11][C:12]([CH2:13][CH:14]([CH2:20][CH2:21][CH2:22][CH3:23])[C:15]([O:17][CH2:18][CH3:19])=[O:16])=[CH:24][CH:25]=1. The catalyst class is: 45. (2) Reactant: [C:1]([O:5][C:6]([N:8]([CH3:15])[CH2:9][CH2:10][CH2:11][C:12]([OH:14])=O)=[O:7])([CH3:4])([CH3:3])[CH3:2].CN1CCOCC1.ClC(OCC(C)C)=O.[NH2:31][C:32]1[N:64]=[C:35]2[C:36]([C:54]3[CH:59]=[CH:58][CH:57]=[C:56]([C:60]([F:63])([F:62])[F:61])[CH:55]=3)=[C:37]([CH3:53])[C:38]([C:40]3[N:44]([C:45]4[CH:52]=[CH:51][C:48]([C:49]#[N:50])=[CH:47][CH:46]=4)[N:43]=[CH:42][CH:41]=3)=[CH:39][N:34]2[N:33]=1.C(OC(N(C)CCCC(OC(OCC(C)C)=O)=O)=O)(C)(C)C. Product: [C:1]([O:5][C:6](=[O:7])[N:8]([CH2:9][CH2:10][CH2:11][C:12](=[O:14])[NH:31][C:32]1[N:64]=[C:35]2[C:36]([C:54]3[CH:59]=[CH:58][CH:57]=[C:56]([C:60]([F:62])([F:63])[F:61])[CH:55]=3)=[C:37]([CH3:53])[C:38]([C:40]3[N:44]([C:45]4[CH:52]=[CH:51][C:48]([C:49]#[N:50])=[CH:47][CH:46]=4)[N:43]=[CH:42][CH:41]=3)=[CH:39][N:34]2[N:33]=1)[CH3:15])([CH3:2])([CH3:3])[CH3:4]. The catalyst class is: 1. (3) Reactant: [NH2:1][C:2]1[C:3]([C:10]([NH2:12])=[O:11])=[N:4][NH:5][C:6]=1[CH:7]([CH3:9])[CH3:8].N[C:14](N)=[O:15].C(O)(=O)C. Product: [OH:15][C:14]1[N:12]=[C:10]([OH:11])[C:3]2[NH:4][N:5]=[C:6]([CH:7]([CH3:9])[CH3:8])[C:2]=2[N:1]=1. The catalyst class is: 74. (4) Reactant: C([O:8][C:9]1[CH:13]=[C:12](/[CH:14]=[CH:15]/[C:16]([O:18][CH2:19][CH3:20])=[O:17])[N:11]([C:21]2[CH:26]=[CH:25][CH:24]=[CH:23][CH:22]=2)[N:10]=1)C1C=CC=CC=1. Product: [OH:8][C:9]1[CH:13]=[C:12]([CH2:14][CH2:15][C:16]([O:18][CH2:19][CH3:20])=[O:17])[N:11]([C:21]2[CH:22]=[CH:23][CH:24]=[CH:25][CH:26]=2)[N:10]=1. The catalyst class is: 481. (5) Reactant: [N:1]1([CH:16]2[CH2:22][CH:21]3[N:23]([C:24]([O:26][CH2:27][CH3:28])=[O:25])[CH:18]([CH2:19][CH2:20]3)[CH2:17]2)[CH2:6][CH2:5][C:4]2([C:15]3[C:10](=[CH:11][CH:12]=[CH:13][CH:14]=3)[CH2:9][NH:8][CH2:7]2)[CH2:3][CH2:2]1.[C:29](Cl)(=[O:31])[CH3:30].C(N(CC)CC)C.Cl. Product: [C:29]([N:8]1[CH2:7][C:4]2([CH2:5][CH2:6][N:1]([CH:16]3[CH2:17][CH:18]4[N:23]([C:24]([O:26][CH2:27][CH3:28])=[O:25])[CH:21]([CH2:20][CH2:19]4)[CH2:22]3)[CH2:2][CH2:3]2)[C:15]2[C:10](=[CH:11][CH:12]=[CH:13][CH:14]=2)[CH2:9]1)(=[O:31])[CH3:30]. The catalyst class is: 317. (6) The catalyst class is: 109. Reactant: Cl[C:2]1[N:7]=[C:6]([NH:8][CH2:9][C:10]2[CH:11]=[N:12][CH:13]=[CH:14][CH:15]=2)[CH:5]=[N:4][CH:3]=1.[CH3:16][O:17][C:18]1[CH:23]=[C:22](B2OC(C)(C)C(C)(C)O2)[CH:21]=[CH:20][C:19]=1[OH:33].C([O-])([O-])=O.[Na+].[Na+]. Product: [CH3:16][O:17][C:18]1[CH:23]=[C:22]([C:2]2[CH:3]=[N:4][CH:5]=[C:6]([NH:8][CH2:9][C:10]3[CH:11]=[N:12][CH:13]=[CH:14][CH:15]=3)[N:7]=2)[CH:21]=[CH:20][C:19]=1[OH:33]. (7) Reactant: C([N:5]1[CH2:9][CH2:8][CH:7]([C:10](=O)[C:11]2[CH:16]=[CH:15][CH:14]=[N:13][CH:12]=2)C1=O)=CCC.Cl. Product: [CH:15]1[CH:14]=[N:13][CH:12]=[C:11]([C:10]2[CH2:7][CH2:8][CH2:9][N:5]=2)[CH:16]=1. The catalyst class is: 6. (8) Reactant: [CH3:1][C:2]1[C:6]([C:7]2[CH:8]=[C:9]3[N:18]([CH3:19])[CH:17]=[CH:16][C:10]3=[N:11][C:12]=2[C@@H:13]([NH2:15])[CH3:14])=[C:5]([CH3:20])[O:4][N:3]=1.[NH2:21][C:22]1[N:27]=[C:26](Cl)[C:25]([C:29]#[N:30])=[C:24]([CH3:31])[N:23]=1.C(N(C(C)C)C(C)C)C. Product: [NH2:21][C:22]1[N:27]=[C:26]([NH:15][C@H:13]([C:12]2[N:11]=[C:10]3[CH:16]=[CH:17][N:18]([CH3:19])[C:9]3=[CH:8][C:7]=2[C:6]2[C:2]([CH3:1])=[N:3][O:4][C:5]=2[CH3:20])[CH3:14])[C:25]([C:29]#[N:30])=[C:24]([CH3:31])[N:23]=1. The catalyst class is: 10. (9) Reactant: [F:1][C:2]1[CH:9]=[CH:8][CH:7]=[CH:6][C:3]=1[CH2:4]Br.[C:10]([O:14][C:15]([NH:17][C@@:18]1([C:28]([OH:30])=[O:29])[CH2:23][C:22](=[O:24])[C@@H:21]2[C@H:19]1[C@H:20]2[C:25]([OH:27])=[O:26])=[O:16])([CH3:13])([CH3:12])[CH3:11].C(=O)([O-])[O-].[Cs+].[Cs+]. Product: [C:10]([O:14][C:15]([NH:17][C@@:18]1([C:28]([O:30][CH2:4][C:3]2[CH:6]=[CH:7][CH:8]=[CH:9][C:2]=2[F:1])=[O:29])[CH2:23][C:22](=[O:24])[C@@H:21]2[C@H:19]1[C@H:20]2[C:25]([O:27][CH2:4][C:3]1[CH:6]=[CH:7][CH:8]=[CH:9][C:2]=1[F:1])=[O:26])=[O:16])([CH3:13])([CH3:11])[CH3:12]. The catalyst class is: 9. (10) Reactant: [NH2:1][OH:2].[CH3:3]/[C:4](/[C:7]1[N:11]([C:12]2[CH:17]=[CH:16][C:15]([OH:18])=[CH:14][C:13]=2[F:19])[N:10]=[C:9]([CH3:20])[C:8]=1[C:21]#[N:22])=[CH:5]/[CH3:6].CC1SC=C(C)C=1C1N(C2C=CC(O)=CC=2F)N=C(C)C=1C#N. Product: [CH3:3]/[C:4](/[C:7]1[N:11]([C:12]2[CH:17]=[CH:16][C:15]([OH:18])=[CH:14][C:13]=2[F:19])[N:10]=[C:9]([CH3:20])[C:8]=1[C:21](=[N:1][OH:2])[NH2:22])=[CH:5]/[CH3:6]. The catalyst class is: 5.